This data is from hERG Central: cardiac toxicity at 1µM, 10µM, and general inhibition. The task is: Predict hERG channel inhibition at various concentrations. (1) The molecule is COc1ccc(CN(C)CC(O)COC(c2ccc(OC)cc2)c2ccc(OC)cc2)cc1. Results: hERG_inhib (hERG inhibition (general)): blocker. (2) The compound is CC(NC(=O)COC(=O)c1cc([N+](=O)[O-])ccc1N1CCOCC1)c1ccc(F)cc1. Results: hERG_inhib (hERG inhibition (general)): blocker. (3) The drug is CCCN(CCC)CCCNc1ccc2nnc(-c3ccc(F)cc3)n2n1. Results: hERG_inhib (hERG inhibition (general)): blocker.